From a dataset of Forward reaction prediction with 1.9M reactions from USPTO patents (1976-2016). Predict the product of the given reaction. (1) Given the reactants Cl[CH2:2][C:3]1[CH:7]=[C:6]([C:8]2[CH:13]=[CH:12][CH:11]=[CH:10][C:9]=2[Cl:14])[O:5][N:4]=1.C[O:16][C:17](=[O:30])[CH2:18][O:19][C:20]1[CH:28]=[CH:27][C:26]([SH:29])=[C:25]2[C:21]=1[CH2:22][CH2:23][CH2:24]2, predict the reaction product. The product is: [Cl:14][C:9]1[CH:10]=[CH:11][CH:12]=[CH:13][C:8]=1[C:6]1[O:5][N:4]=[C:3]([CH2:2][S:29][C:26]2[CH:27]=[CH:28][C:20]([O:19][CH2:18][C:17]([OH:30])=[O:16])=[C:21]3[C:25]=2[CH2:24][CH2:23][CH2:22]3)[CH:7]=1. (2) Given the reactants [Br:1][C:2]1[S:6][C:5]([N+:7]([O-:9])=[O:8])=[C:4]([CH:10]=O)[CH:3]=1.Cl.[NH2:13][OH:14].C([O-])(=O)C.[Na+], predict the reaction product. The product is: [Br:1][C:2]1[S:6][C:5]([N+:7]([O-:9])=[O:8])=[C:4]([CH:10]=[N:13][OH:14])[CH:3]=1.